This data is from NCI-60 drug combinations with 297,098 pairs across 59 cell lines. The task is: Regression. Given two drug SMILES strings and cell line genomic features, predict the synergy score measuring deviation from expected non-interaction effect. (1) Drug 1: CC1C(C(CC(O1)OC2CC(CC3=C2C(=C4C(=C3O)C(=O)C5=C(C4=O)C(=CC=C5)OC)O)(C(=O)CO)O)N)O.Cl. Drug 2: C1CCN(CC1)CCOC2=CC=C(C=C2)C(=O)C3=C(SC4=C3C=CC(=C4)O)C5=CC=C(C=C5)O. Cell line: MDA-MB-435. Synergy scores: CSS=-2.55, Synergy_ZIP=6.62, Synergy_Bliss=7.79, Synergy_Loewe=0.00179, Synergy_HSA=0.000000811. (2) Drug 1: C1CN(CCN1C(=O)CCBr)C(=O)CCBr. Drug 2: CC1=C(C(=O)C2=C(C1=O)N3CC4C(C3(C2COC(=O)N)OC)N4)N. Cell line: OVCAR-4. Synergy scores: CSS=4.29, Synergy_ZIP=-1.94, Synergy_Bliss=-1.20, Synergy_Loewe=-7.02, Synergy_HSA=-4.05. (3) Drug 1: C1CN1C2=NC(=NC(=N2)N3CC3)N4CC4. Drug 2: B(C(CC(C)C)NC(=O)C(CC1=CC=CC=C1)NC(=O)C2=NC=CN=C2)(O)O. Cell line: HL-60(TB). Synergy scores: CSS=83.3, Synergy_ZIP=0.685, Synergy_Bliss=1.09, Synergy_Loewe=-0.806, Synergy_HSA=2.04. (4) Drug 1: CN1CCC(CC1)COC2=C(C=C3C(=C2)N=CN=C3NC4=C(C=C(C=C4)Br)F)OC. Drug 2: C1CN(P(=O)(OC1)NCCCl)CCCl. Cell line: M14. Synergy scores: CSS=-6.82, Synergy_ZIP=2.39, Synergy_Bliss=-3.10, Synergy_Loewe=-5.58, Synergy_HSA=-6.29.